Dataset: Forward reaction prediction with 1.9M reactions from USPTO patents (1976-2016). Task: Predict the product of the given reaction. (1) The product is: [F:15][C:12]1[CH:13]=[C:14]2[C:9]([CH:8]=[CH:7][C:6](=[O:17])[N:5]2[CH2:4][CH:3]=[O:2])=[N:10][C:11]=1[CH3:16]. Given the reactants C[O:2][CH:3](OC)[CH2:4][N:5]1[C:14]2[C:9](=[N:10][C:11]([CH3:16])=[C:12]([F:15])[CH:13]=2)[CH:8]=[CH:7][C:6]1=[O:17], predict the reaction product. (2) Given the reactants [OH:1][CH2:2][C@@H:3]1[CH2:8][CH2:7][CH2:6][CH2:5][C@H:4]1[NH:9][S:10]([CH2:13][CH3:14])(=[O:12])=[O:11].[O:15]1[CH2:18][CH:17]([C:19]2[CH:24]=[CH:23][C:22](O)=[CH:21][CH:20]=2)[CH2:16]1.P(CCCC)(CCCC)CCCC.N(C(N1CCCCC1)=O)=NC(N1CCCCC1)=O, predict the reaction product. The product is: [O:15]1[CH2:18][CH:17]([C:19]2[CH:24]=[CH:23][C:22]([O:1][CH2:2][C@@H:3]3[CH2:8][CH2:7][CH2:6][CH2:5][C@H:4]3[NH:9][S:10]([CH2:13][CH3:14])(=[O:12])=[O:11])=[CH:21][CH:20]=2)[CH2:16]1.